Dataset: NCI-60 drug combinations with 297,098 pairs across 59 cell lines. Task: Regression. Given two drug SMILES strings and cell line genomic features, predict the synergy score measuring deviation from expected non-interaction effect. (1) Drug 1: CCC1=CC2CC(C3=C(CN(C2)C1)C4=CC=CC=C4N3)(C5=C(C=C6C(=C5)C78CCN9C7C(C=CC9)(C(C(C8N6C)(C(=O)OC)O)OC(=O)C)CC)OC)C(=O)OC.C(C(C(=O)O)O)(C(=O)O)O. Drug 2: C1=CC(=C2C(=C1NCCNCCO)C(=O)C3=C(C=CC(=C3C2=O)O)O)NCCNCCO. Cell line: M14. Synergy scores: CSS=36.5, Synergy_ZIP=-3.78, Synergy_Bliss=-2.40, Synergy_Loewe=-9.15, Synergy_HSA=0.353. (2) Synergy scores: CSS=20.5, Synergy_ZIP=0.436, Synergy_Bliss=6.12, Synergy_Loewe=2.14, Synergy_HSA=5.48. Drug 2: C1=NC2=C(N=C(N=C2N1C3C(C(C(O3)CO)O)O)F)N. Drug 1: C1=C(C(=O)NC(=O)N1)N(CCCl)CCCl. Cell line: RXF 393. (3) Drug 1: C1=C(C(=O)NC(=O)N1)N(CCCl)CCCl. Drug 2: CCC1=C2CN3C(=CC4=C(C3=O)COC(=O)C4(CC)O)C2=NC5=C1C=C(C=C5)O. Cell line: T-47D. Synergy scores: CSS=29.0, Synergy_ZIP=-8.24, Synergy_Bliss=-6.98, Synergy_Loewe=-15.4, Synergy_HSA=-2.91. (4) Drug 1: CCCS(=O)(=O)NC1=C(C(=C(C=C1)F)C(=O)C2=CNC3=C2C=C(C=N3)C4=CC=C(C=C4)Cl)F. Drug 2: C1CCC(CC1)NC(=O)N(CCCl)N=O. Cell line: OVCAR-5. Synergy scores: CSS=1.66, Synergy_ZIP=2.00, Synergy_Bliss=3.12, Synergy_Loewe=-2.95, Synergy_HSA=-2.56. (5) Drug 1: CC1C(C(CC(O1)OC2CC(CC3=C2C(=C4C(=C3O)C(=O)C5=C(C4=O)C(=CC=C5)OC)O)(C(=O)CO)O)N)O.Cl. Drug 2: N.N.Cl[Pt+2]Cl. Cell line: SW-620. Synergy scores: CSS=36.8, Synergy_ZIP=-11.6, Synergy_Bliss=-2.90, Synergy_Loewe=-4.14, Synergy_HSA=-0.0781. (6) Drug 1: CC1C(C(CC(O1)OC2CC(OC(C2O)C)OC3=CC4=CC5=C(C(=O)C(C(C5)C(C(=O)C(C(C)O)O)OC)OC6CC(C(C(O6)C)O)OC7CC(C(C(O7)C)O)OC8CC(C(C(O8)C)O)(C)O)C(=C4C(=C3C)O)O)O)O. Drug 2: CC(C)NC(=O)C1=CC=C(C=C1)CNNC.Cl. Cell line: IGROV1. Synergy scores: CSS=31.1, Synergy_ZIP=-0.474, Synergy_Bliss=-0.739, Synergy_Loewe=-35.1, Synergy_HSA=-0.418. (7) Drug 1: CC12CCC3C(C1CCC2=O)CC(=C)C4=CC(=O)C=CC34C. Drug 2: CC=C1C(=O)NC(C(=O)OC2CC(=O)NC(C(=O)NC(CSSCCC=C2)C(=O)N1)C(C)C)C(C)C. Cell line: T-47D. Synergy scores: CSS=38.0, Synergy_ZIP=0.685, Synergy_Bliss=2.48, Synergy_Loewe=-13.8, Synergy_HSA=4.20. (8) Drug 1: CC1OCC2C(O1)C(C(C(O2)OC3C4COC(=O)C4C(C5=CC6=C(C=C35)OCO6)C7=CC(=C(C(=C7)OC)O)OC)O)O. Drug 2: C1CC(CCC1OC2=C(C(=CC=C2)Cl)F)(CC3=NC(=CC=C3)NC4=NC=CS4)C(=O)O. Cell line: HCT116. Synergy scores: CSS=53.5, Synergy_ZIP=3.66, Synergy_Bliss=2.36, Synergy_Loewe=0.822, Synergy_HSA=6.75.